This data is from Forward reaction prediction with 1.9M reactions from USPTO patents (1976-2016). The task is: Predict the product of the given reaction. (1) Given the reactants [CH3:1][N:2]1[N:8]=[C:7]([OH:9])[C:5](=[O:6])[N:4]=[C:3]1[S:10][CH2:11][C:12]1[CH2:33][S:32][C@@H:15]2[C@H:16]([NH:19][C:20](/[C:22](/[C:26]3[N:30]=[C:29]([NH2:31])[S:28][CH:27]=3)=[N:23]\[O:24][CH3:25])=[O:21])[C:17](=[O:18])[N:14]2[C:13]=1[C:34]([OH:36])=[O:35].C(N(CC)CC)C.C([O-])(=O)C.[Na+:48], predict the reaction product. The product is: [CH3:1][N:2]1[N:8]=[C:7]([OH:9])[C:5](=[O:6])[N:4]=[C:3]1[S:10][CH2:11][C:12]1[CH2:33][S:32][C@@H:15]2[C@H:16]([NH:19][C:20](/[C:22](/[C:26]3[N:30]=[C:29]([NH2:31])[S:28][CH:27]=3)=[N:23]\[O:24][CH3:25])=[O:21])[C:17](=[O:18])[N:14]2[C:13]=1[C:34]([O-:36])=[O:35].[Na+:48]. (2) Given the reactants [N:1]1[CH:6]=[CH:5][CH:4]=[C:3]([C:7]#[N:8])[C:2]=1[C:9]1[CH2:10][CH2:11][NH:12][CH2:13][CH:14]=1.C=O.[CH3:17][C:18]1[CH:19]=[C:20]([CH:24]=[CH:25][CH:26]=1)[C:21]([NH2:23])=[O:22].[C:27](=O)([O-])[O-].[K+].[K+], predict the reaction product. The product is: [C:7]([C:3]1[C:2]([C:9]2[CH2:10][CH2:11][N:12]([CH2:27][NH:23][C:21](=[O:22])[C:20]3[CH:24]=[CH:25][CH:26]=[C:18]([CH3:17])[CH:19]=3)[CH2:13][CH:14]=2)=[N:1][CH:6]=[CH:5][CH:4]=1)#[N:8]. (3) The product is: [CH2:9]([C:11]1[S:44][C:14]2[N:15]([CH2:29][C:30]3[CH:31]=[CH:32][C:33]([C:36]4[CH:41]=[CH:40][CH:39]=[CH:38][C:37]=4[C:42]4[NH:45][C:4](=[O:7])[O:5][N:43]=4)=[CH:34][CH:35]=3)[C:16](=[O:28])[C:17]([CH2:20][CH2:21][C:22]3[CH:27]=[CH:26][CH:25]=[CH:24][CH:23]=3)=[C:18]([CH3:19])[C:13]=2[CH:12]=1)[CH3:10]. Given the reactants [Cl-].O[NH3+].[C:4](=[O:7])([O-])[OH:5].[Na+].[CH2:9]([C:11]1[S:44][C:14]2[N:15]([CH2:29][C:30]3[CH:35]=[CH:34][C:33]([C:36]4[C:37]([C:42]#[N:43])=[CH:38][CH:39]=[CH:40][CH:41]=4)=[CH:32][CH:31]=3)[C:16](=[O:28])[C:17]([CH2:20][CH2:21][C:22]3[CH:27]=[CH:26][CH:25]=[CH:24][CH:23]=3)=[C:18]([CH3:19])[C:13]=2[CH:12]=1)[CH3:10].[N:45]12CCCN=C1CCCCC2, predict the reaction product. (4) Given the reactants CN(C)CCCOC1C=CC(C2SC(NC3C=CC=CC=3)=NC=2)=CC=1.[Br:26][C:27]1[CH:28]=[C:29]([C:33]2[S:37][C:36]([NH:38][C:39]3[CH:44]=[CH:43][C:42]([OH:45])=[CH:41][CH:40]=3)=[N:35][CH:34]=2)[CH:30]=[CH:31][CH:32]=1.Cl.Cl[CH2:48][CH2:49][N:50]([CH2:53][CH3:54])[CH2:51][CH3:52], predict the reaction product. The product is: [Br:26][C:27]1[CH:28]=[C:29]([C:33]2[S:37][C:36]([NH:38][C:39]3[CH:44]=[CH:43][C:42]([O:45][CH2:48][CH2:49][N:50]([CH2:53][CH3:54])[CH2:51][CH3:52])=[CH:41][CH:40]=3)=[N:35][CH:34]=2)[CH:30]=[CH:31][CH:32]=1. (5) Given the reactants Br[C:2]([CH3:24])([CH3:23])[C:3]([C:5]1[C:13]2[C:8](=[CH:9][C:10]([O:14][CH3:15])=[CH:11][CH:12]=2)[N:7]([CH2:16][C:17](=[O:22])[C:18]([CH3:21])([CH3:20])[CH3:19])[N:6]=1)=[O:4].[P:25]([O:30]C)([O:28][CH3:29])[O:26][CH3:27], predict the reaction product. The product is: [P:25]([O:28][CH3:29])([O:26][CH3:27])([O:4][C:3]([C:5]1[C:13]2[C:8](=[CH:9][C:10]([O:14][CH3:15])=[CH:11][CH:12]=2)[N:7]([CH2:16][C:17](=[O:22])[C:18]([CH3:21])([CH3:20])[CH3:19])[N:6]=1)=[C:2]([CH3:24])[CH3:23])=[O:30]. (6) Given the reactants [H-].[Na+].[CH2:3]([OH:6])[CH:4]=[CH2:5].[Br:7][C:8]1[CH:13]=[CH:12][C:11](F)=[C:10]([N+:15]([O-:17])=[O:16])[CH:9]=1, predict the reaction product. The product is: [CH2:3]([O:6][C:11]1[CH:12]=[CH:13][C:8]([Br:7])=[CH:9][C:10]=1[N+:15]([O-:17])=[O:16])[CH:4]=[CH2:5]. (7) Given the reactants [Cl:1][C:2]1[CH:7]=[CH:6][C:5]([O:8][C:9]2[CH:14]=[CH:13][C:12]([CH2:15][CH2:16][O:17][C:18]3[NH:19][CH:20]=[C:21]([CH2:25][C:26]4[CH:27]=[N:28][CH:29]=[N:30][CH:31]=4)[C:22](=[O:24])[N:23]=3)=[CH:11][CH:10]=2)=[CH:4][C:3]=1[C:32]([F:35])([F:34])[F:33].[CH3:36]CN(C(C)C)C(C)C.CI, predict the reaction product. The product is: [Cl:1][C:2]1[CH:7]=[CH:6][C:5]([O:8][C:9]2[CH:14]=[CH:13][C:12]([CH2:15][CH2:16][O:17][C:18]3[N:19]([CH3:36])[CH:20]=[C:21]([CH2:25][C:26]4[CH:31]=[N:30][CH:29]=[N:28][CH:27]=4)[C:22](=[O:24])[N:23]=3)=[CH:11][CH:10]=2)=[CH:4][C:3]=1[C:32]([F:35])([F:33])[F:34].